This data is from CYP3A4 inhibition data for predicting drug metabolism from PubChem BioAssay. The task is: Regression/Classification. Given a drug SMILES string, predict its absorption, distribution, metabolism, or excretion properties. Task type varies by dataset: regression for continuous measurements (e.g., permeability, clearance, half-life) or binary classification for categorical outcomes (e.g., BBB penetration, CYP inhibition). Dataset: cyp3a4_veith. (1) The compound is O=C(c1ccncc1)N1CCC2(CC1)CN(c1cccc(-c3ccccc3)c1)C2. The result is 1 (inhibitor). (2) The compound is O=C(NCc1ccco1)c1ccc2c(=O)n(-c3ccccc3)c(=S)[nH]c2c1. The result is 0 (non-inhibitor). (3) The drug is COCCNC(=O)c1ccc2c(c1)ncn2-c1ccc(F)c(F)c1. The result is 0 (non-inhibitor). (4) The compound is CN(CCc1ccccn1)c1ccc2c(c1)Cc1ccccc1-2. The result is 1 (inhibitor). (5) The molecule is Cn1c(SCc2nc3ccccc3n2CCO)nc2ccccc21. The result is 1 (inhibitor). (6) The compound is Nc1nc2cc(Cl)ccc2o1. The result is 0 (non-inhibitor). (7) The drug is O=C1CCCN1CC(CN1CCOCC1)Sc1nnnn1-c1ccccc1. The result is 1 (inhibitor). (8) The molecule is COc1ncc2nc(-c3cn(C)c4ccccc34)c(=O)n(Cc3ccc(F)cc3)c2n1. The result is 1 (inhibitor).